This data is from Forward reaction prediction with 1.9M reactions from USPTO patents (1976-2016). The task is: Predict the product of the given reaction. (1) Given the reactants [NH:1]1[C:9]2[CH:8]=[CH:7][CH:6]=[C:5]([CH:10]=O)[C:4]=2[C:3]([CH:12]=O)=[N:2]1.[NH2:14][C:15]1[CH:20]=[CH:19][CH:18]=[CH:17][C:16]=1[NH2:21], predict the reaction product. The product is: [NH:14]1[C:15]2[CH:20]=[CH:19][CH:18]=[CH:17][C:16]=2[N:21]=[C:12]1[C:3]1[C:4]2[C:9](=[CH:8][CH:7]=[CH:6][C:5]=2[C:10]2[NH:21][C:16]3[CH:17]=[CH:18][CH:19]=[CH:20][C:15]=3[N:14]=2)[NH:1][N:2]=1. (2) Given the reactants [C:1]([O:5][C:6]([N:8]1[C@@:12]([CH3:16])([C:13]([OH:15])=O)[CH2:11][O:10][C:9]1([CH3:18])[CH3:17])=[O:7])([CH3:4])([CH3:3])[CH3:2].CN(C(ON1N=NC2C=CC=NC1=2)=[N+](C)C)C.F[P-](F)(F)(F)(F)F.CCN(C(C)C)C(C)C.Cl.[NH2:53][CH2:54][C:55]([C:57]1[CH:62]=[CH:61][C:60]([O:63][CH2:64][CH2:65][CH2:66][CH2:67][CH2:68][CH2:69][CH2:70][CH3:71])=[C:59]([C:72]([F:75])([F:74])[F:73])[CH:58]=1)=[O:56], predict the reaction product. The product is: [CH3:17][C:9]1([CH3:18])[N:8]([C:6]([O:5][C:1]([CH3:2])([CH3:3])[CH3:4])=[O:7])[C@@:12]([CH3:16])([C:13](=[O:15])[NH:53][CH2:54][C:55]([C:57]2[CH:62]=[CH:61][C:60]([O:63][CH2:64][CH2:65][CH2:66][CH2:67][CH2:68][CH2:69][CH2:70][CH3:71])=[C:59]([C:72]([F:73])([F:74])[F:75])[CH:58]=2)=[O:56])[CH2:11][O:10]1. (3) Given the reactants C(OC(C1C=C(C2C=CC(C[Br:19])=CC=2)C=CC=1)=O)C.[CH2:20]([O:22][C:23]([C:25]1[C:26]([C:31]2[CH:36]=[CH:35][CH:34]=[CH:33][C:32]=2[CH3:37])=[CH:27][CH:28]=[CH:29][CH:30]=1)=[O:24])[CH3:21].BrN1C(=O)CCC1=O.N(C(C)(C)C#N)=NC(C)(C)C#N, predict the reaction product. The product is: [CH2:20]([O:22][C:23]([C:25]1[C:26]([C:31]2[CH:36]=[CH:35][CH:34]=[CH:33][C:32]=2[CH2:37][Br:19])=[CH:27][CH:28]=[CH:29][CH:30]=1)=[O:24])[CH3:21].